From a dataset of Catalyst prediction with 721,799 reactions and 888 catalyst types from USPTO. Predict which catalyst facilitates the given reaction. Reactant: [CH2:1]([C@H:8]1[CH2:12][O:11][C:10](=[O:13])[NH:9]1)[C:2]1[CH:7]=[CH:6][CH:5]=[CH:4][CH:3]=1.C([Li])CCC.[CH:19]1([CH2:25][C:26](Cl)=[O:27])[CH2:24][CH2:23][CH2:22][CH2:21][CH2:20]1. Product: [CH2:1]([CH:8]1[CH2:12][O:11][C:10](=[O:13])[N:9]1[C:26](=[O:27])[CH2:25][CH:19]1[CH2:24][CH2:23][CH2:22][CH2:21][CH2:20]1)[C:2]1[CH:3]=[CH:4][CH:5]=[CH:6][CH:7]=1. The catalyst class is: 1.